Regression. Given two drug SMILES strings and cell line genomic features, predict the synergy score measuring deviation from expected non-interaction effect. From a dataset of NCI-60 drug combinations with 297,098 pairs across 59 cell lines. (1) Drug 1: CC1=C(C=C(C=C1)C(=O)NC2=CC(=CC(=C2)C(F)(F)F)N3C=C(N=C3)C)NC4=NC=CC(=N4)C5=CN=CC=C5. Drug 2: C1CCC(C(C1)N)N.C(=O)(C(=O)[O-])[O-].[Pt+4]. Cell line: SF-539. Synergy scores: CSS=17.7, Synergy_ZIP=-7.38, Synergy_Bliss=-5.05, Synergy_Loewe=-1.97, Synergy_HSA=-0.552. (2) Drug 1: CC1=CC2C(CCC3(C2CCC3(C(=O)C)OC(=O)C)C)C4(C1=CC(=O)CC4)C. Drug 2: C1C(C(OC1N2C=C(C(=O)NC2=O)F)CO)O. Cell line: HOP-92. Synergy scores: CSS=25.1, Synergy_ZIP=6.96, Synergy_Bliss=6.55, Synergy_Loewe=-16.3, Synergy_HSA=0.470. (3) Drug 1: CN(C)C1=NC(=NC(=N1)N(C)C)N(C)C. Drug 2: C1=NC2=C(N=C(N=C2N1C3C(C(C(O3)CO)O)O)F)N. Cell line: COLO 205. Synergy scores: CSS=-3.64, Synergy_ZIP=-6.49, Synergy_Bliss=-22.5, Synergy_Loewe=-47.9, Synergy_HSA=-28.2. (4) Drug 1: CC1OCC2C(O1)C(C(C(O2)OC3C4COC(=O)C4C(C5=CC6=C(C=C35)OCO6)C7=CC(=C(C(=C7)OC)O)OC)O)O. Drug 2: C1CN(CCN1C(=O)CCBr)C(=O)CCBr. Cell line: U251. Synergy scores: CSS=57.5, Synergy_ZIP=-3.81, Synergy_Bliss=-1.27, Synergy_Loewe=-0.00740, Synergy_HSA=3.03. (5) Drug 1: CC1=C(C=C(C=C1)NC(=O)C2=CC=C(C=C2)CN3CCN(CC3)C)NC4=NC=CC(=N4)C5=CN=CC=C5. Drug 2: C(CCl)NC(=O)N(CCCl)N=O. Cell line: SK-MEL-5. Synergy scores: CSS=12.9, Synergy_ZIP=-2.83, Synergy_Bliss=0.671, Synergy_Loewe=-2.71, Synergy_HSA=1.39. (6) Drug 1: C1=NC2=C(N=C(N=C2N1C3C(C(C(O3)CO)O)O)F)N. Drug 2: CNC(=O)C1=NC=CC(=C1)OC2=CC=C(C=C2)NC(=O)NC3=CC(=C(C=C3)Cl)C(F)(F)F. Cell line: CCRF-CEM. Synergy scores: CSS=35.2, Synergy_ZIP=9.02, Synergy_Bliss=9.19, Synergy_Loewe=-45.8, Synergy_HSA=-0.885.